This data is from Ames mutagenicity test results for genotoxicity prediction. The task is: Regression/Classification. Given a drug SMILES string, predict its toxicity properties. Task type varies by dataset: regression for continuous values (e.g., LD50, hERG inhibition percentage) or binary classification for toxic/non-toxic outcomes (e.g., AMES mutagenicity, cardiotoxicity, hepatotoxicity). Dataset: ames. (1) The compound is O=[N+]([O-])c1ccc2c(c1)oc1ccc([N+](=O)[O-])cc12. The result is 1 (mutagenic). (2) The result is 0 (non-mutagenic). The molecule is CCc1cccc2cc(C(O)CNC(C)(C)C)oc12. (3) The compound is Cc1ccc2c(c1Nc1ccccc1)C(=O)c1ccccc1C2=O. The result is 1 (mutagenic). (4) The compound is CN(C)[C@@H]1C(=O)C(C(N)=O)=C(O)[C@@]2(O)C(O)=C3C(=O)c4c(O)cccc4[C@@](C)(O)[C@H]3C[C@H]12. The result is 0 (non-mutagenic). (5) The molecule is O=C1C=C(CCl)C(O)O1. The result is 1 (mutagenic). (6) The drug is CCC(=O)Nc1snc2ccc(C)cc12. The result is 0 (non-mutagenic). (7) The molecule is NC1CCCCC1. The result is 0 (non-mutagenic). (8) The drug is Nc1c([N+](=O)[O-])cccc1[N+](=O)[O-]. The result is 1 (mutagenic).